Dataset: Forward reaction prediction with 1.9M reactions from USPTO patents (1976-2016). Task: Predict the product of the given reaction. (1) Given the reactants [N:1]1[CH:6]=[CH:5][CH:4]=[C:3]([S:7]([OH:10])(=O)=[O:8])[CH:2]=1.P(Cl)(Cl)(Cl)(Cl)[Cl:12].P(Cl)(Cl)([Cl:19])=O, predict the reaction product. The product is: [ClH:12].[N:1]1[CH:6]=[CH:5][CH:4]=[C:3]([S:7]([Cl:19])(=[O:10])=[O:8])[CH:2]=1. (2) Given the reactants Br[C:2]1[CH:7]=[CH:6][C:5]([C:8]2[N:9]=[C:10]([C:27]3[CH:32]=[CH:31][C:30]([F:33])=[CH:29][CH:28]=3)[O:11][C:12]=2[C@@H:13]2[CH2:18][CH2:17][CH2:16][CH2:15][C@H:14]2[C:19]([NH:21][C:22]2([C:25]#[N:26])[CH2:24][CH2:23]2)=[O:20])=[CH:4][CH:3]=1.[NH:34]1[CH2:39][CH2:38][S:37](=[O:41])(=[O:40])[CH2:36][CH2:35]1.[O-]P([O-])([O-])=O.[K+].[K+].[K+].O, predict the reaction product. The product is: [C:25]([C:22]1([NH:21][C:19]([C@@H:14]2[CH2:15][CH2:16][CH2:17][CH2:18][C@H:13]2[C:12]2[O:11][C:10]([C:27]3[CH:28]=[CH:29][C:30]([F:33])=[CH:31][CH:32]=3)=[N:9][C:8]=2[C:5]2[CH:4]=[CH:3][C:2]([N:34]3[CH2:39][CH2:38][S:37](=[O:41])(=[O:40])[CH2:36][CH2:35]3)=[CH:7][CH:6]=2)=[O:20])[CH2:24][CH2:23]1)#[N:26]. (3) The product is: [F:29][C:28]1[C:23]([N:17]2[CH2:18][CH2:19][C:11]3[C:10]([NH:9][C:6]4[CH:5]=[CH:4][C:3]([C:2]([F:1])([F:20])[F:21])=[CH:8][CH:7]=4)=[N:15][CH:14]=[N:13][C:12]=3[CH2:16]2)=[N:24][CH:25]=[CH:26][CH:27]=1. Given the reactants [F:1][C:2]([F:21])([F:20])[C:3]1[CH:8]=[CH:7][C:6]([NH:9][C:10]2[C:11]3[CH2:19][CH2:18][NH:17][CH2:16][C:12]=3[N:13]=[CH:14][N:15]=2)=[CH:5][CH:4]=1.Cl[C:23]1[C:28]([F:29])=[CH:27][CH:26]=[CH:25][N:24]=1.C(N(CC)C(C)C)(C)C, predict the reaction product. (4) Given the reactants [Cl:1][C:2]1[CH:7]=[CH:6][C:5]([S:8]([CH2:11][C:12]2[CH:13]=[C:14]([CH:18]=[CH:19][CH:20]=2)[C:15](O)=[O:16])(=[O:10])=[O:9])=[C:4]([NH:21][S:22]([C:25]2[CH:30]=[CH:29][C:28]([Cl:31])=[C:27]([C:32]([F:35])([F:34])[F:33])[CH:26]=2)(=[O:24])=[O:23])[CH:3]=1.[N:36]1([CH2:41][CH2:42][NH2:43])[CH2:40][CH2:39][CH2:38][CH2:37]1.C(Cl)CCl, predict the reaction product. The product is: [Cl:1][C:2]1[CH:7]=[CH:6][C:5]([S:8]([CH2:11][C:12]2[CH:13]=[C:14]([CH:18]=[CH:19][CH:20]=2)[C:15]([NH:43][CH2:42][CH2:41][N:36]2[CH2:40][CH2:39][CH2:38][CH2:37]2)=[O:16])(=[O:10])=[O:9])=[C:4]([NH:21][S:22]([C:25]2[CH:30]=[CH:29][C:28]([Cl:31])=[C:27]([C:32]([F:35])([F:33])[F:34])[CH:26]=2)(=[O:23])=[O:24])[CH:3]=1. (5) Given the reactants C(OC([NH:11][CH2:12][C:13]1[N:14]([CH2:25][C:26]([O:28]CC)=O)[CH:15]=[C:16]([C:18]2[CH:23]=[CH:22][CH:21]=[C:20]([Cl:24])[CH:19]=2)[N:17]=1)=O)C1C=CC=CC=1, predict the reaction product. The product is: [Cl:24][C:20]1[CH:19]=[C:18]([C:16]2[N:17]=[C:13]3[CH2:12][NH:11][C:26](=[O:28])[CH2:25][N:14]3[CH:15]=2)[CH:23]=[CH:22][CH:21]=1. (6) Given the reactants [NH:1]1[CH2:6][CH2:5][CH2:4][CH:3]([O:7][C:8]2[CH:27]=[CH:26][C:11]3[C:12]4[N:16]([CH2:17][CH2:18][O:19][C:10]=3[CH:9]=2)[CH:15]=[C:14]([C:20]2[CH:25]=[CH:24][CH:23]=[CH:22][N:21]=2)[N:13]=4)[CH2:2]1.[CH3:28][C:29]([CH3:31])=O.C(O[BH-](OC(=O)C)OC(=O)C)(=O)C.[Na+].C([O-])(O)=O.[Na+], predict the reaction product. The product is: [CH:29]([N:1]1[CH2:6][CH2:5][CH2:4][CH:3]([O:7][C:8]2[CH:27]=[CH:26][C:11]3[C:12]4[N:16]([CH:15]=[C:14]([C:20]5[CH:25]=[CH:24][CH:23]=[CH:22][N:21]=5)[N:13]=4)[CH2:17][CH2:18][O:19][C:10]=3[CH:9]=2)[CH2:2]1)([CH3:31])[CH3:28]. (7) Given the reactants [F:1][C:2]1[CH:3]=[C:4]([C:37]2[C:38]([C:43]#[N:44])=[CH:39][CH:40]=[CH:41][CH:42]=2)[CH:5]=[CH:6][C:7]=1[CH2:8][C:9]1[C:10](=[O:36])[N:11]([C@H:21]2[CH2:26][CH2:25][C@H:24]([O:27][CH2:28][C:29]3([CH:33]([OH:35])[CH3:34])[CH2:32][CH2:31][CH2:30]3)[CH2:23][CH2:22]2)[C:12]2[N:13]([N:18]=[CH:19][N:20]=2)[C:14]=1[CH2:15][CH2:16][CH3:17].CC(OI1(OC(C)=O)(OC(C)=O)OC(=O)C2C1=CC=CC=2)=O.C(=O)([O-])O.[Na+].S([O-])([O-])(=O)=S.[Na+].[Na+], predict the reaction product. The product is: [C:33]([C:29]1([CH2:28][O:27][C@H:24]2[CH2:23][CH2:22][C@H:21]([N:11]3[C:10](=[O:36])[C:9]([CH2:8][C:7]4[CH:6]=[CH:5][C:4]([C:37]5[C:38]([C:43]#[N:44])=[CH:39][CH:40]=[CH:41][CH:42]=5)=[CH:3][C:2]=4[F:1])=[C:14]([CH2:15][CH2:16][CH3:17])[N:13]4[N:18]=[CH:19][N:20]=[C:12]34)[CH2:26][CH2:25]2)[CH2:32][CH2:31][CH2:30]1)(=[O:35])[CH3:34].